Dataset: Forward reaction prediction with 1.9M reactions from USPTO patents (1976-2016). Task: Predict the product of the given reaction. (1) Given the reactants [NH2:1][C:2]1[CH:7]=[CH:6][C:5]([O:8][C:9]2[CH:16]=[CH:15][C:12]([CH:13]=[O:14])=[CH:11][CH:10]=2)=[CH:4][C:3]=1[N+:17]([O-:19])=[O:18].[CH:20](O)=[O:21], predict the reaction product. The product is: [CH:13]([C:12]1[CH:11]=[CH:10][C:9]([O:8][C:5]2[CH:6]=[CH:7][C:2]([NH:1][CH:20]=[O:21])=[C:3]([N+:17]([O-:19])=[O:18])[CH:4]=2)=[CH:16][CH:15]=1)=[O:14]. (2) Given the reactants [NH2:1][C:2]1[CH:3]=[CH:4][CH:5]=[C:6]2[C:11]=1[CH:10]=[C:9]([OH:12])[CH:8]=[CH:7]2.[Si:13](Cl)([C:16]([CH3:19])([CH3:18])[CH3:17])([CH3:15])[CH3:14].N1C=CN=C1.Cl, predict the reaction product. The product is: [Si:13]([O:12][C:9]1[CH:8]=[CH:7][C:6]2[C:11](=[C:2]([NH2:1])[CH:3]=[CH:4][CH:5]=2)[CH:10]=1)([C:16]([CH3:19])([CH3:18])[CH3:17])([CH3:15])[CH3:14]. (3) Given the reactants [Al+3].[Cl-].[Cl-].[Cl-].[Br:5][C:6]1[CH:18]=[CH:17][CH:16]=[CH:15][C:7]=1[CH2:8][CH:9]([CH2:13][CH3:14])[C:10](Cl)=[O:11], predict the reaction product. The product is: [Br:5][C:6]1[CH:18]=[CH:17][CH:16]=[C:15]2[C:7]=1[CH2:8][CH:9]([CH2:13][CH3:14])[C:10]2=[O:11]. (4) Given the reactants P(CCCC)(CCCC)CCCC.C1CCN(C(N=NC(N2CCCCC2)=O)=O)CC1.[F:32][C:33]1([F:49])[CH2:38][CH2:37][C@H:36]([NH:39][C:40](=[O:46])[O:41][C:42]([CH3:45])([CH3:44])[CH3:43])[C@@H:35]([CH2:47][OH:48])[CH2:34]1.O[C:51]1[CH:56]=[CH:55][C:54]([C:57]2[N:62]=[CH:61][C:60]([C:63]#[N:64])=[CH:59][N:58]=2)=[CH:53][CH:52]=1, predict the reaction product. The product is: [C:63]([C:60]1[CH:59]=[N:58][C:57]([C:54]2[CH:53]=[CH:52][C:51]([O:48][CH2:47][C@H:35]3[CH2:34][C:33]([F:49])([F:32])[CH2:38][CH2:37][C@@H:36]3[NH:39][C:40](=[O:46])[O:41][C:42]([CH3:45])([CH3:43])[CH3:44])=[CH:56][CH:55]=2)=[N:62][CH:61]=1)#[N:64].